The task is: Predict which catalyst facilitates the given reaction.. This data is from Catalyst prediction with 721,799 reactions and 888 catalyst types from USPTO. (1) Reactant: [CH3:1][C:2]([C:6]1[CH:11]=[CH:10][CH:9]=[C:8]([C:12]2[C:17]([CH3:18])=[CH:16][N:15]=[C:14]3[NH:19][N:20]=[CH:21][C:13]=23)[CH:7]=1)([CH3:5])[C:3]#[N:4].[H-].[Al+3].[Li+].[H-].[H-].[H-].CC#N. Product: [CH3:5][C:2]([C:6]1[CH:11]=[CH:10][CH:9]=[C:8]([C:12]2[C:17]([CH3:18])=[CH:16][N:15]=[C:14]3[NH:19][N:20]=[CH:21][C:13]=23)[CH:7]=1)([CH3:1])[CH2:3][NH2:4]. The catalyst class is: 1. (2) Reactant: C[O:2][C:3](=O)[CH:4]([C:11]1[N:12]([C:20]2[CH:25]=[CH:24][C:23]([Cl:26])=[CH:22][CH:21]=2)[N:13]=[C:14]2[C:19]=1[CH2:18][CH2:17][CH2:16][CH2:15]2)[CH:5]1[CH2:10][CH2:9][CH2:8][CH2:7][CH2:6]1.[Li+].C[Si]([N-][Si](C)(C)C)(C)C.[NH2:38][C:39]1[CH:46]=[CH:45][C:42]([C:43]#[N:44])=[CH:41][C:40]=1[F:47]. Product: [Cl:26][C:23]1[CH:24]=[CH:25][C:20]([N:12]2[C:11]([CH:4]([CH:5]3[CH2:10][CH2:9][CH2:8][CH2:7][CH2:6]3)[C:3]([NH:38][C:39]3[CH:46]=[CH:45][C:42]([C:43]#[N:44])=[CH:41][C:40]=3[F:47])=[O:2])=[C:19]3[C:14]([CH2:15][CH2:16][CH2:17][CH2:18]3)=[N:13]2)=[CH:21][CH:22]=1. The catalyst class is: 1. (3) Reactant: Br[C:2]1[CH:3]=[C:4]([CH2:8][CH2:9][O:10][Si:11]([C:14]([CH3:17])([CH3:16])[CH3:15])([CH3:13])[CH3:12])[CH:5]=[CH:6][CH:7]=1.C([Li])CCC.CN([CH:26]=[O:27])C. Product: [Si:11]([O:10][CH2:9][CH2:8][C:4]1[CH:3]=[C:2]([CH:7]=[CH:6][CH:5]=1)[CH:26]=[O:27])([C:14]([CH3:17])([CH3:16])[CH3:15])([CH3:13])[CH3:12]. The catalyst class is: 1. (4) Reactant: CC(C)([O-])C.[K+].[CH2:7]([O:10][CH2:11][CH2:12][N:13]([CH3:55])[C:14]([C:16]1[CH:21]=[CH:20][C:19]([CH2:22][CH2:23][S:24]([N:27]2[CH2:32][CH2:31][C:30]([NH:36][C:37](=O)[C:38]3[CH:43]=[CH:42][C:41]([C:44]([F:47])([F:46])[F:45])=[C:40]([O:48][CH2:49][CH2:50][CH:51]=[CH2:52])[CH:39]=3)([C:33]([NH2:35])=[O:34])[CH2:29][CH2:28]2)(=[O:26])=[O:25])=[C:18]([CH3:54])[CH:17]=1)=[O:15])[CH:8]=[CH2:9].[Cl-].[NH4+].O. Product: [CH2:7]([O:10][CH2:11][CH2:12][N:13]([CH3:55])[C:14](=[O:15])[C:16]1[CH:21]=[CH:20][C:19]([CH2:22][CH2:23][S:24]([N:27]2[CH2:28][CH2:29][C:30]3([N:36]=[C:37]([C:38]4[CH:43]=[CH:42][C:41]([C:44]([F:45])([F:47])[F:46])=[C:40]([O:48][CH2:49][CH2:50][CH:51]=[CH2:52])[CH:39]=4)[NH:35][C:33]3=[O:34])[CH2:31][CH2:32]2)(=[O:26])=[O:25])=[C:18]([CH3:54])[CH:17]=1)[CH:8]=[CH2:9]. The catalyst class is: 823. (5) Reactant: [Br:1][C:2]1[CH:10]=[CH:9][C:8]([C:11]([O:13][CH3:14])=[O:12])=[C:7]2[C:3]=1[CH:4]=[CH:5][NH:6]2.[H-].[Na+].[S:17](Cl)([C:20]1[CH:26]=[CH:25][C:23]([CH3:24])=[CH:22][CH:21]=1)(=[O:19])=[O:18]. Product: [Br:1][C:2]1[CH:10]=[CH:9][C:8]([C:11]([O:13][CH3:14])=[O:12])=[C:7]2[C:3]=1[CH:4]=[CH:5][N:6]2[S:17]([C:20]1[CH:26]=[CH:25][C:23]([CH3:24])=[CH:22][CH:21]=1)(=[O:19])=[O:18]. The catalyst class is: 1. (6) Reactant: [CH3:1][O:2][C:3]([C@@H:5]([N:13]1[CH2:21][C:17]2[CH:18]=[CH:19][S:20][C:16]=2[CH2:15][CH2:14]1)[C:6]1[CH:7]=[CH:8][CH:9]=[CH:10][C:11]=1[Cl:12])=[O:4].C(O)(=O)C.C[Si](C)(C)[Cl:28].Cl[SiH3]. Product: [CH3:1][O:2][C:3]([C@@H:5]([N:13]1[CH2:21][C:17]2[CH:18]=[CH:19][S:20][C:16]=2[CH2:15][CH2:14]1)[C:6]1[C:11]([Cl:12])=[CH:10][CH:9]=[CH:8][CH:7]=1)=[O:4].[ClH:28]. The catalyst class is: 13.